Dataset: Full USPTO retrosynthesis dataset with 1.9M reactions from patents (1976-2016). Task: Predict the reactants needed to synthesize the given product. (1) Given the product [Cl:1][C:2]1[CH:7]=[CH:6][C:5]([CH2:12][CH2:11][CH2:10][CH:9]=[O:13])=[CH:4][CH:3]=1, predict the reactants needed to synthesize it. The reactants are: [Cl:1][C:2]1[CH:7]=[CH:6][C:5](I)=[CH:4][CH:3]=1.[CH2:9]([OH:13])[CH2:10][CH:11]=[CH2:12].C(=O)(O)[O-].[Na+]. (2) Given the product [Cl:1][C:2]1[CH:3]=[C:4]([CH2:9][NH:10][C:11](=[O:13])[CH3:12])[CH:5]=[N:6][C:7]=1[N:19]1[CH2:18][CH2:17][NH:16][C@H:15]([CH3:14])[CH2:20]1, predict the reactants needed to synthesize it. The reactants are: [Cl:1][C:2]1[CH:3]=[C:4]([CH2:9][NH:10][C:11](=[O:13])[CH3:12])[CH:5]=[N:6][C:7]=1Cl.[CH3:14][C@@H:15]1[CH2:20][NH:19][CH2:18][CH2:17][NH:16]1.